From a dataset of Full USPTO retrosynthesis dataset with 1.9M reactions from patents (1976-2016). Predict the reactants needed to synthesize the given product. (1) The reactants are: [Br:1][C:2]1[CH:7]=[CH:6][C:5]([C@@H:8]([N:10]2[CH2:15][CH2:14][C@:13]([CH2:22][CH2:23][CH2:24][OH:25])([C:16]3[CH:21]=[CH:20][CH:19]=[CH:18][CH:17]=3)[O:12][C:11]2=[O:26])[CH3:9])=[CH:4][CH:3]=1.CCN(CC)CC.[CH3:34][S:35](Cl)(=[O:37])=[O:36]. Given the product [CH3:34][S:35]([O:25][CH2:24][CH2:23][CH2:22][C@@:13]1([C:16]2[CH:17]=[CH:18][CH:19]=[CH:20][CH:21]=2)[O:12][C:11](=[O:26])[N:10]([C@H:8]([C:5]2[CH:6]=[CH:7][C:2]([Br:1])=[CH:3][CH:4]=2)[CH3:9])[CH2:15][CH2:14]1)(=[O:37])=[O:36], predict the reactants needed to synthesize it. (2) Given the product [CH3:34][O:33][C:30]1[CH:31]=[C:32]2[C:27]([CH:26]=[CH:25][C:24]([OH:35])=[C:23]2[C:16]2[C:17]3[C:22](=[CH:21][CH:20]=[CH:19][CH:18]=3)[C:13]([O:11][C@@H:9]([C:3]3[CH:8]=[CH:7][CH:6]=[CH:5][CH:4]=3)[CH3:10])=[N:14][N:15]=2)=[CH:28][CH:29]=1, predict the reactants needed to synthesize it. The reactants are: [H-].[Na+].[C:3]1([C@H:9]([OH:11])[CH3:10])[CH:8]=[CH:7][CH:6]=[CH:5][CH:4]=1.Cl[C:13]1[C:22]2[C:17](=[CH:18][CH:19]=[CH:20][CH:21]=2)[C:16]([C:23]2[C:32]3[C:27](=[CH:28][CH:29]=[C:30]([O:33][CH3:34])[CH:31]=3)[CH:26]=[CH:25][C:24]=2[OH:35])=[N:15][N:14]=1. (3) Given the product [CH2:1]([O:3][C:4]([C:6]1[CH:7]=[N:8][C:9]2[C:14]([CH:15]=1)=[CH:13][CH:12]=[C:11]([NH:16][C:40]([C:35]1[C:34]([C:31]3[CH:32]=[CH:33][C:28]([C:27]([F:26])([F:43])[F:44])=[CH:29][CH:30]=3)=[CH:39][CH:38]=[CH:37][CH:36]=1)=[O:41])[CH:10]=2)=[O:5])[CH3:2], predict the reactants needed to synthesize it. The reactants are: [CH2:1]([O:3][C:4]([C:6]1[CH:7]=[N:8][C:9]2[C:14]([CH:15]=1)=[CH:13][CH:12]=[C:11]([NH2:16])[CH:10]=2)=[O:5])[CH3:2].C(N(C(C)C)CC)(C)C.[F:26][C:27]([F:44])([F:43])[C:28]1[CH:33]=[CH:32][C:31]([C:34]2[C:35]([C:40](Cl)=[O:41])=[CH:36][CH:37]=[CH:38][CH:39]=2)=[CH:30][CH:29]=1.C(OC(C)C)(C)C. (4) Given the product [Cl:38][CH2:37][CH2:36][CH2:35][CH2:34][CH2:33][N:20]1[C:19]([O:23][CH3:24])=[N:18][C:17]2[C:21]1=[N:22][C:14]([O:13][C@@H:9]([CH3:8])[CH2:10][CH2:11][CH3:12])=[N:15][C:16]=2[NH2:25], predict the reactants needed to synthesize it. The reactants are: FC(F)(F)C(O)=O.[CH3:8][C@H:9]([O:13][C:14]1[N:22]=[C:21]2[C:17]([N:18]=[C:19]([O:23][CH3:24])[NH:20]2)=[C:16]([NH2:25])[N:15]=1)[CH2:10][CH2:11][CH3:12].C(=O)([O-])[O-].[K+].[K+].Br[CH2:33][CH2:34][CH2:35][CH2:36][CH2:37][Cl:38].C(N(CC)CC)C. (5) Given the product [CH3:1][O:35][C:34](=[O:36])[C:33]([OH:37])=[CH:32][C:30](=[O:31])[N:29]([CH2:28][C:27]1[CH:46]=[CH:47][C:48]([O:50][CH3:51])=[CH:49][C:26]=1[O:25][CH3:24])[CH2:38][C:39]1[CH:44]=[CH:43][C:42]([F:45])=[CH:41][CH:40]=1, predict the reactants needed to synthesize it. The reactants are: [CH3:1]OC1C=C(OC)C=CC=1CN(CC1C=CC(F)=CC=1)C(=O)C.[CH3:24][O:25][C:26]1[CH:49]=[C:48]([O:50][CH3:51])[CH:47]=[CH:46][C:27]=1[CH2:28][N:29]([CH2:38][C:39]1[CH:44]=[CH:43][C:42]([F:45])=[CH:41][CH:40]=1)[C:30]([CH:32]=[C:33]([OH:37])[C:34]([OH:36])=[O:35])=[O:31].